From a dataset of Forward reaction prediction with 1.9M reactions from USPTO patents (1976-2016). Predict the product of the given reaction. (1) Given the reactants [Br:1][C:2]1[CH:9]=[CH:8][CH:7]=[CH:6][C:3]=1[CH2:4][NH2:5].[CH3:10]N, predict the reaction product. The product is: [Br:1][C:2]1[CH:9]=[CH:8][CH:7]=[CH:6][C:3]=1[CH2:4][NH:5][CH3:10]. (2) Given the reactants [Cl:1][C:2]1[CH:7]=[CH:6][C:5]([N:8]2[CH2:13][CH2:12][N:11]([CH2:14][CH2:15][CH2:16][C:17]([N:19]3[CH2:26][CH2:25][C:22]4([CH2:24][CH2:23]4)[C@H:21]([OH:27])[CH2:20]3)=[O:18])[C:10](=[O:28])[C@@H:9]2[CH3:29])=[CH:4][C:3]=1[O:30][C:31]([F:34])([F:33])[F:32].CCO, predict the reaction product. The product is: [Cl:1][C:2]1[CH:7]=[CH:6][C:5]([N:8]2[CH2:13][CH2:12][N:11]([CH2:14][CH2:15][CH2:16][C:17]([N:19]3[CH2:26][CH2:25][C:22]4([CH2:24][CH2:23]4)[C@H:21]([OH:27])[CH2:20]3)=[O:18])[C:10](=[O:28])[C@H:9]2[CH3:29])=[CH:4][C:3]=1[O:30][C:31]([F:32])([F:33])[F:34]. (3) Given the reactants Cl[CH2:2][CH2:3][O:4][C:5]1[CH:6]=[N:7][CH:8]=[CH:9][CH:10]=1.[OH-].[NH4+:12], predict the reaction product. The product is: [N:7]1[CH:8]=[CH:9][CH:10]=[C:5]([O:4][CH2:3][CH2:2][NH2:12])[CH:6]=1. (4) Given the reactants [CH2:1]([CH:4]([CH2:15][CH:16]=[CH2:17])[CH2:5][O:6][SiH2:7][C:8]1[CH:13]=[CH:12][C:11](I)=[CH:10][CH:9]=1)[CH:2]=[CH2:3].C1COCC1.CCN(CC)CC.[CH3:30][C:31]([OH:38])([CH2:34][CH:35]([CH3:37])[CH3:36])[C:32]#[CH:33], predict the reaction product. The product is: [CH2:1]([CH:4]([CH2:15][CH:16]=[CH2:17])[CH2:5][O:6][SiH2:7][C:8]1[CH:13]=[CH:12][C:11]([C:33]#[C:32][C:31]([CH3:30])([OH:38])[CH2:34][CH:35]([CH3:37])[CH3:36])=[CH:10][CH:9]=1)[CH:2]=[CH2:3]. (5) Given the reactants CN1CCOCC1.[CH2:8]([NH2:11])[CH:9]=[CH2:10].[I:12][C:13]1[CH:21]=[CH:20][CH:19]=[CH:18][C:14]=1[C:15](Cl)=[O:16], predict the reaction product. The product is: [CH2:8]([NH:11][C:15](=[O:16])[C:14]1[CH:18]=[CH:19][CH:20]=[CH:21][C:13]=1[I:12])[CH:9]=[CH2:10]. (6) Given the reactants [Cl:1][C:2]1[C:3]([S:24]([NH2:27])(=[O:26])=[O:25])=[N:4][CH:5]=[C:6]([C:9]([N:11]2[CH2:16][CH2:15][CH:14]([C:17]3[CH:22]=[CH:21][C:20]([F:23])=[CH:19][CH:18]=3)[CH2:13][CH2:12]2)=[O:10])[C:7]=1[Cl:8].[CH3:28][O:29][C:30]1[CH:37]=[CH:36][C:33]([CH2:34]Cl)=[CH:32][CH:31]=1.[C:38](=[O:41])([O-])[O-].[K+].[K+].[Cl-].[NH4+], predict the reaction product. The product is: [Cl:1][C:2]1[C:3]([S:24]([N:27]([CH2:14][C:17]2[CH:22]=[CH:21][C:20]([O:41][CH3:38])=[CH:19][CH:18]=2)[CH2:34][C:33]2[CH:36]=[CH:37][C:30]([O:29][CH3:28])=[CH:31][CH:32]=2)(=[O:26])=[O:25])=[N:4][CH:5]=[C:6]([C:9]([N:11]2[CH2:12][CH2:13][CH:14]([C:17]3[CH:18]=[CH:19][C:20]([F:23])=[CH:21][CH:22]=3)[CH2:15][CH2:16]2)=[O:10])[C:7]=1[Cl:8]. (7) Given the reactants [CH3:1][O:2][C:3]1[CH:8]=[CH:7][C:6]([N:9]2[C:13]3[CH:14]=[CH:15][CH:16]=[CH:17][C:12]=3[N:11]=[C:10]2[C:18]2[CH:26]=[CH:25][C:21]([C:22]([OH:24])=O)=[CH:20][CH:19]=2)=[CH:5][CH:4]=1.[S:27]1[CH:31]=[CH:30][CH:29]=[C:28]1[CH2:32][NH2:33].C(N(CC)CC)C.CCCP1(OP(CCC)(=O)OP(CCC)(=O)O1)=O.C(OCC)(=O)C.C(=O)(O)[O-].[Na+], predict the reaction product. The product is: [CH3:1][O:2][C:3]1[CH:4]=[CH:5][C:6]([N:9]2[C:13]3[CH:14]=[CH:15][CH:16]=[CH:17][C:12]=3[N:11]=[C:10]2[C:18]2[CH:26]=[CH:25][C:21]([C:22]([NH:33][CH2:32][C:28]3[S:27][CH:31]=[CH:30][CH:29]=3)=[O:24])=[CH:20][CH:19]=2)=[CH:7][CH:8]=1.